Dataset: Full USPTO retrosynthesis dataset with 1.9M reactions from patents (1976-2016). Task: Predict the reactants needed to synthesize the given product. Given the product [Cl:10][C:11]1[CH:12]=[CH:13][C:14]([C:17]2([CH2:20][CH2:21][C:22]3[O:24][N:7]=[C:8]([C:26]4[CH:60]=[CH:59][C:58]([CH:62]([OH:61])[CH2:37][NH:34][CH2:35][CH2:36][C:63]([OH:66])=[O:65])=[CH:28][CH:27]=4)[N:1]=3)[CH2:18][CH2:19]2)=[CH:15][CH:16]=1, predict the reactants needed to synthesize it. The reactants are: [N:1]1[C:8](F)=[N:7]C(F)=NC=1F.[Cl:10][C:11]1[CH:16]=[CH:15][C:14]([C:17]2([CH2:20][CH2:21][C:22]([OH:24])=O)[CH2:19][CH2:18]2)=[CH:13][CH:12]=1.N1C=C[CH:28]=[CH:27][CH:26]=1.C([N:34]([CH:37](C)C)[CH2:35][CH3:36])(C)C.[F-].C([N+](CCCC)(CCCC)CCCC)CCC.[CH2:58]1[CH2:62][O:61][CH2:60][CH2:59]1.[C:63]([O:66]CC)(=[O:65])C.